Regression/Classification. Given a drug SMILES string, predict its absorption, distribution, metabolism, or excretion properties. Task type varies by dataset: regression for continuous measurements (e.g., permeability, clearance, half-life) or binary classification for categorical outcomes (e.g., BBB penetration, CYP inhibition). Dataset: bioavailability_ma. From a dataset of Oral bioavailability binary classification data from Ma et al.. (1) The compound is NC(N)=NCCN1CCCCCCC1. The result is 0 (low bioavailability). (2) The molecule is COC(=O)C(c1ccccc1)C1CCCCN1. The result is 0 (low bioavailability). (3) The molecule is Nc1ncnc2c1ncn2[C@@H]1O[C@H](CO)[C@@H](O)[C@@H]1O. The result is 0 (low bioavailability). (4) The molecule is O=C(O)c1cc(/N=N/c2ccc(O)c(C(=O)O)c2)ccc1O. The result is 0 (low bioavailability).